From a dataset of Catalyst prediction with 721,799 reactions and 888 catalyst types from USPTO. Predict which catalyst facilitates the given reaction. (1) Product: [NH2:1][C:2]1[N:7]=[C:6]([C:8]([N:13]([O:14][CH3:15])[CH3:12])=[O:10])[CH:5]=[CH:4][CH:3]=1. Reactant: [NH2:1][C:2]1[N:7]=[C:6]([C:8]([OH:10])=O)[CH:5]=[CH:4][CH:3]=1.Cl.[CH3:12][NH:13][O:14][CH3:15].ON1C2C=CC=CC=2N=N1.C(N(CC)C(C)C)(C)C. The catalyst class is: 10. (2) Reactant: [OH:1][C:2]1([CH2:8][O:9][C:10]2[CH:15]=[C:14]([CH3:16])[C:13]([C:17]3[CH:22]=[CH:21][CH:20]=[C:19]([CH:23]=[O:24])[CH:18]=3)=[C:12]([CH3:25])[CH:11]=2)[CH2:7][CH2:6][S:5][CH2:4][CH2:3]1.O1CCCC1.[BH4-].[Na+]. Product: [OH:24][CH2:23][C:19]1[CH:18]=[C:17]([C:13]2[C:12]([CH3:25])=[CH:11][C:10]([O:9][CH2:8][C:2]3([OH:1])[CH2:7][CH2:6][S:5][CH2:4][CH2:3]3)=[CH:15][C:14]=2[CH3:16])[CH:22]=[CH:21][CH:20]=1. The catalyst class is: 5. (3) Reactant: [Br:1][C:2]1[CH:3]=[CH:4][C:5]([CH:8]=[O:9])=[N:6][CH:7]=1.C(=O)([O-])[O-].[K+].[K+].C1(C)C(S([CH2:25][N+:26]#[C-:27])(=O)=O)=CC=CC=1. Product: [Br:1][C:2]1[CH:3]=[CH:4][C:5]([C:8]2[O:9][CH:27]=[N:26][CH:25]=2)=[N:6][CH:7]=1. The catalyst class is: 24. (4) Reactant: [C:1]1(=O)[NH:6][CH2:5][C:4](=O)[N:3]2[CH2:8][CH2:9][CH2:10][CH2:11][C@H:2]12.[H-].[H-].[H-].[H-].[Li+].[Al+3].O.O.O.O.O.O.O.O.O.O.S([O-])([O-])(=O)=O.[Na+].[Na+].[OH-].[Na+].Cl[C:39]([O:41][CH2:42][C:43]1[CH:48]=[CH:47][CH:46]=[CH:45][CH:44]=1)=[O:40]. Product: [CH2:1]1[N:6]([C:39]([O:41][CH2:42][C:43]2[CH:48]=[CH:47][CH:46]=[CH:45][CH:44]=2)=[O:40])[CH2:5][CH2:4][N:3]2[CH2:8][CH2:9][CH2:10][CH2:11][C@H:2]12. The catalyst class is: 116. (5) Reactant: C(OC(=O)[NH:7][C:8]1[CH:13]=[CH:12][C:11]([C:14]#[C:15][C:16]2[CH:21]=[CH:20][C:19]([F:22])=[CH:18][CH:17]=2)=[CH:10][C:9]=1[NH:23][C:24](=[O:40])[CH2:25][C:26](=O)[C:27]1[CH:32]=[CH:31][CH:30]=[C:29]([C:33]2[CH:38]=[CH:37][CH:36]=[CH:35][N:34]=2)[CH:28]=1)(C)(C)C.C(O)(C(F)(F)F)=O. Product: [F:22][C:19]1[CH:18]=[CH:17][C:16]([C:15]#[C:14][C:11]2[CH:12]=[CH:13][C:8]3[N:7]=[C:26]([C:27]4[CH:32]=[CH:31][CH:30]=[C:29]([C:33]5[CH:38]=[CH:37][CH:36]=[CH:35][N:34]=5)[CH:28]=4)[CH2:25][C:24](=[O:40])[NH:23][C:9]=3[CH:10]=2)=[CH:21][CH:20]=1. The catalyst class is: 2. (6) Reactant: [CH:1]([C:3]1[CH:8]=[CH:7][C:6]([N:9]2[CH2:14][CH2:13][CH:12]([NH:15][C:16](=[O:23])[C:17]3[CH:22]=[CH:21][CH:20]=[CH:19][CH:18]=3)[CH2:11][CH2:10]2)=[CH:5][CH:4]=1)=O.OS([O-])=O.[Na+].CC1C=CC(S(O)(=O)=O)=CC=1.[NH2:40][C:41]1[CH:49]=[C:48]([O:50][CH3:51])[CH:47]=[C:46]([O:52][CH3:53])[C:42]=1[C:43]([NH2:45])=[O:44]. Product: [CH3:53][O:52][C:46]1[CH:47]=[C:48]([O:50][CH3:51])[CH:49]=[C:41]2[C:42]=1[C:43](=[O:44])[NH:45][C:1]([C:3]1[CH:4]=[CH:5][C:6]([N:9]3[CH2:10][CH2:11][CH:12]([NH:15][C:16](=[O:23])[C:17]4[CH:18]=[CH:19][CH:20]=[CH:21][CH:22]=4)[CH2:13][CH2:14]3)=[CH:7][CH:8]=1)=[N:40]2. The catalyst class is: 44. (7) Reactant: [CH:1]([CH:4]1[CH2:9][CH2:8][NH:7][CH2:6][CH2:5]1)([CH3:3])[CH3:2].Br[CH2:11][CH2:12][N:13]1[C:17](=[O:18])[C:16]2=[CH:19][CH:20]=[CH:21][CH:22]=[C:15]2[C:14]1=[O:23].C(=O)([O-])[O-].[K+].[K+]. Product: [CH:1]([CH:4]1[CH2:9][CH2:8][N:7]([CH2:11][CH2:12][N:13]2[C:14](=[O:23])[C:15]3[C:16](=[CH:19][CH:20]=[CH:21][CH:22]=3)[C:17]2=[O:18])[CH2:6][CH2:5]1)([CH3:3])[CH3:2]. The catalyst class is: 10.